From a dataset of Reaction yield outcomes from USPTO patents with 853,638 reactions. Predict the reaction yield, written as a fraction of the theoretical maximum amount of product (1.0 means a 100% yield; for example, 0.34 means a 34% yield). (1) The reactants are [Cl:1][C:2]1[CH:7]=[CH:6][C:5]([C:8]2[O:9][C:10]([CH3:23])=[C:11]([CH2:13][N:14]3[CH2:19][CH2:18][CH:17]([C:20](O)=[O:21])[CH2:16][CH2:15]3)[N:12]=2)=[CH:4][CH:3]=1.[N:24]1([CH2:31][CH2:32][CH2:33][NH2:34])[CH2:30][CH2:29][CH2:28][CH2:27][CH2:26][CH2:25]1.CCN(C(C)C)C(C)C.C(Cl)CCl. The catalyst is CN(C=O)C. The product is [N:24]1([CH2:31][CH2:32][CH2:33][NH:34][C:20]([CH:17]2[CH2:16][CH2:15][N:14]([CH2:13][C:11]3[N:12]=[C:8]([C:5]4[CH:4]=[CH:3][C:2]([Cl:1])=[CH:7][CH:6]=4)[O:9][C:10]=3[CH3:23])[CH2:19][CH2:18]2)=[O:21])[CH2:30][CH2:29][CH2:28][CH2:27][CH2:26][CH2:25]1. The yield is 0.850. (2) The reactants are [CH3:1][N:2]([CH3:17])[CH2:3][CH2:4][N:5]1[C:13]2[C:8](=[CH:9][C:10]([N+:14]([O-])=O)=[CH:11][CH:12]=2)[CH:7]=[N:6]1.[Cl-].[NH4+]. The catalyst is [Fe].C(O)C.O. The product is [CH3:1][N:2]([CH3:17])[CH2:3][CH2:4][N:5]1[C:13]2[C:8](=[CH:9][C:10]([NH2:14])=[CH:11][CH:12]=2)[CH:7]=[N:6]1. The yield is 0.920. (3) The reactants are [C:1]1([CH:7]([C:14]2[CH:19]=[CH:18][CH:17]=[CH:16][CH:15]=2)[N:8]2[CH2:12][CH2:11][C@H:10]([OH:13])[CH2:9]2)[CH:6]=[CH:5][CH:4]=[CH:3][CH:2]=1.C(N(CC)CC)C.[C:27]1([CH3:37])[CH:32]=[CH:31][C:30]([S:33](Cl)(=[O:35])=[O:34])=[CH:29][CH:28]=1. The catalyst is C(Cl)Cl. The product is [C:14]1([CH:7]([C:1]2[CH:2]=[CH:3][CH:4]=[CH:5][CH:6]=2)[N:8]2[CH2:12][CH2:11][C@H:10]([O:13][S:33]([C:30]3[CH:31]=[CH:32][C:27]([CH3:37])=[CH:28][CH:29]=3)(=[O:35])=[O:34])[CH2:9]2)[CH:15]=[CH:16][CH:17]=[CH:18][CH:19]=1. The yield is 0.685. (4) The reactants are [F:1][C:2]([F:43])([F:42])[C:3]1[CH:4]=[C:5]([C:13]([CH3:41])([CH3:40])[C:14]([N:16]([C:18]2[CH:19]=[N:20][C:21]([N:32]3[CH2:36][C@H:35]([OH:37])[CH2:34][C@H:33]3[CH2:38][OH:39])=[CH:22][C:23]=2[C:24]2[CH:29]=[CH:28][CH:27]=[CH:26][C:25]=2SC)[CH3:17])=[O:15])[CH:6]=[C:7]([C:9]([F:12])([F:11])[F:10])[CH:8]=1.[OH:44][S:45]([O-:48])(=O)=O.OS(O[O-])(=O)=O.OS(O[O-])(=O)=O.[O-]S([O-])(=O)=O.[K+].[K+].[K+].[K+].[K+].S([O-])(O)=O.[Na+].[C:76](=O)([O-])[O-].[Na+].[Na+]. The catalyst is CO. The product is [F:43][C:2]([F:1])([F:42])[C:3]1[CH:4]=[C:5]([C:13]([CH3:40])([CH3:41])[C:14]([N:16]([C:18]2[CH:19]=[N:20][C:21]([N:32]3[CH2:36][C@H:35]([OH:37])[CH2:34][C@H:33]3[CH2:38][OH:39])=[CH:22][C:23]=2[C:24]2[CH:29]=[CH:28][CH:27]=[CH:26][C:25]=2[S:45]([CH3:76])(=[O:48])=[O:44])[CH3:17])=[O:15])[CH:6]=[C:7]([C:9]([F:12])([F:10])[F:11])[CH:8]=1. The yield is 0.830. (5) The reactants are FC(F)(F)S(O[C:7]1[CH:12]=[CH:11][C:10]([N:13]2[C:19](=[O:20])[C:18]3[C:21]([NH2:25])=[N:22][CH:23]=[N:24][C:17]=3[O:16][C@H:15]([CH3:26])[CH2:14]2)=[CH:9][C:8]=1[C:27]#[N:28])(=O)=O.[Cl:31][C:32]1[CH:37]=[CH:36][CH:35]=[CH:34][C:33]=1B(O)O.P([O-])([O-])([O-])=O.[K+].[K+].[K+].CO. The catalyst is COCCOC.Cl[Pd]Cl.C1(P(C2C=CC=CC=2)[C-]2C=CC=C2)C=CC=CC=1.[C-]1(P(C2C=CC=CC=2)C2C=CC=CC=2)C=CC=C1.[Fe+2].O. The product is [NH2:25][C:21]1[C:18]2[C:19](=[O:20])[N:13]([C:10]3[CH:9]=[C:8]([C:27]#[N:28])[C:7]([C:33]4[CH:34]=[CH:35][CH:36]=[CH:37][C:32]=4[Cl:31])=[CH:12][CH:11]=3)[CH2:14][C@@H:15]([CH3:26])[O:16][C:17]=2[N:24]=[CH:23][N:22]=1. The yield is 0.716. (6) The reactants are [CH:1]([N-]C(C)C)(C)C.[Li+].[Br:9][C:10]1[CH:11]=[C:12]([CH:16]([CH3:20])[C:17]([OH:19])=[O:18])[CH:13]=[CH:14][CH:15]=1.CI. The catalyst is O1CCCC1.CCCCCCC.C(C1C=CC=CC=1)C.O1CCCC1. The product is [Br:9][C:10]1[CH:11]=[C:12]([C:16]([CH3:1])([CH3:20])[C:17]([OH:19])=[O:18])[CH:13]=[CH:14][CH:15]=1. The yield is 0.910. (7) The reactants are [CH3:1][N:2]1[C:7](=[O:8])[C:6]([N:9]2[CH2:14][CH2:13][S:12](=[O:16])(=[O:15])[CH2:11][CH2:10]2)=[C:5]2[C:17](=[O:33])[N:18]([CH2:21][CH2:22][C:23]3[CH:32]=[CH:31][C:30]4[C:25](=[CH:26][CH:27]=[CH:28][CH:29]=4)[N:24]=3)[C:19](=O)[C:4]2=[CH:3]1.COC1C=CC(P2(SP(C3C=CC(OC)=CC=3)(=S)S2)=[S:43])=CC=1. The product is [CH3:1][N:2]1[C:7](=[O:8])[C:6]([N:9]2[CH2:14][CH2:13][S:12](=[O:16])(=[O:15])[CH2:11][CH2:10]2)=[C:5]2[C:17](=[O:33])[N:18]([CH2:21][CH2:22][C:23]3[CH:32]=[CH:31][C:30]4[C:25](=[CH:26][CH:27]=[CH:28][CH:29]=4)[N:24]=3)[C:19](=[S:43])[C:4]2=[CH:3]1. The yield is 0.600. The catalyst is C1(C)C=CC=CC=1.